Dataset: Forward reaction prediction with 1.9M reactions from USPTO patents (1976-2016). Task: Predict the product of the given reaction. (1) Given the reactants [CH2:1]([C:3]([C:26]1[CH:31]=[CH:30][C:29]([OH:32])=[C:28]([CH3:33])[CH:27]=1)([C:6]1[CH:11]=[CH:10][C:9](/[CH:12]=[CH:13]/[C:14]([CH2:23][CH3:24])([OH:22])[CH2:15][CH2:16][CH2:17][CH2:18][CH2:19][CH2:20][CH3:21])=[C:8]([CH3:25])[CH:7]=1)[CH2:4][CH3:5])[CH3:2].C([O-])([O-])=O.[K+].[K+].C1(C)C=CC(S([CH2:49][C@H:50]2[O:54][C:53](=[O:55])[CH2:52][CH2:51]2)(=O)=O)=CC=1.C(OCC)(=O)C, predict the reaction product. The product is: [CH2:1]([C:3]([C:26]1[CH:31]=[CH:30][C:29]([O:32][CH2:49][C@H:50]2[O:54][C:53](=[O:55])[CH2:52][CH2:51]2)=[C:28]([CH3:33])[CH:27]=1)([C:6]1[CH:11]=[CH:10][C:9](/[CH:12]=[CH:13]/[C:14]([CH2:23][CH3:24])([OH:22])[CH2:15][CH2:16][CH2:17][CH2:18][CH2:19][CH2:20][CH3:21])=[C:8]([CH3:25])[CH:7]=1)[CH2:4][CH3:5])[CH3:2]. (2) Given the reactants [CH:1]12[CH2:7][C:4]([NH:8][C:9]3[CH:10]=[C:11]4[C:15](=[CH:16][CH:17]=3)[NH:14][N:13]=[CH:12]4)([CH2:5][CH2:6]1)[CH2:3][NH:2]2.[CH:18]([C:20]1[CH:21]=[CH:22][C:23]([CH3:31])=[C:24]([NH:26][S:27]([CH3:30])(=[O:29])=[O:28])[CH:25]=1)=O, predict the reaction product. The product is: [NH:14]1[C:15]2[C:11](=[CH:10][C:9]([NH:8][C:4]34[CH2:7][CH:1]([CH2:6][CH2:5]3)[N:2]([CH2:18][C:20]3[CH:21]=[CH:22][C:23]([CH3:31])=[C:24]([NH:26][S:27]([CH3:30])(=[O:29])=[O:28])[CH:25]=3)[CH2:3]4)=[CH:17][CH:16]=2)[CH:12]=[N:13]1. (3) Given the reactants [CH3:1][O:2][C:3]1[CH:8]=[CH:7][C:6]([N:9]2[C:13]3[CH:14]=[CH:15][CH:16]=[CH:17][C:12]=3[N:11]=[C:10]2[C:18]2[NH:19][CH:20]=[CH:21][CH:22]=2)=[CH:5][CH:4]=1.C1OCCOCCOCCOCCOCCOC1.C[Si]([N-][Si](C)(C)C)(C)C.[K+].[C:51]1(C)[CH:56]=CC=C[CH:52]=1.ICCC, predict the reaction product. The product is: [CH3:1][O:2][C:3]1[CH:4]=[CH:5][C:6]([N:9]2[C:13]3[CH:14]=[CH:15][CH:16]=[CH:17][C:12]=3[N:11]=[C:10]2[C:18]2[N:19]([CH2:52][CH2:51][CH3:56])[CH:20]=[CH:21][CH:22]=2)=[CH:7][CH:8]=1. (4) Given the reactants [CH3:1][O:2][C:3]1[CH:11]=[CH:10][CH:9]=[C:8]2[C:4]=1[CH2:5][C:6](=[O:12])[NH:7]2.I[CH3:14].[OH-].[K+].[Cl-].[NH4+], predict the reaction product. The product is: [CH3:1][O:2][C:3]1[CH:11]=[CH:10][CH:9]=[C:8]2[C:4]=1[CH2:5][C:6](=[O:12])[N:7]2[CH3:14]. (5) Given the reactants C(=O)([O-])[O-].[Ag+2:5].[CH2:6]([S:11]([OH:14])(=[O:13])=[O:12])[S:7]([OH:10])(=[O:9])=[O:8].C(=O)=O, predict the reaction product. The product is: [CH2:6]([S:11]([O-:14])(=[O:13])=[O:12])[S:7]([O-:10])(=[O:9])=[O:8].[Ag+2:5]. (6) Given the reactants [CH:1]([NH:4][C:5]1[CH:6]=[C:7]([CH:18]=[CH:19][CH:20]=1)[C:8]([O:10][CH2:11][C:12]1[CH:17]=[CH:16][CH:15]=[CH:14][CH:13]=1)=[O:9])([CH3:3])[CH3:2].C(N(CC)CC)C.ClC(Cl)(O[C:32](=[O:38])OC(Cl)(Cl)Cl)Cl.[F:40][C:41]1[CH:46]=[CH:45][CH:44]=[C:43]([F:47])[C:42]=1[C:48]1[N:49]=[N:50][NH:51][C:52]=1[C:53]#[N:54], predict the reaction product. The product is: [C:53]([C:52]1[N:51]([C:32]([N:4]([C:5]2[CH:6]=[C:7]([CH:18]=[CH:19][CH:20]=2)[C:8]([O:10][CH2:11][C:12]2[CH:13]=[CH:14][CH:15]=[CH:16][CH:17]=2)=[O:9])[CH:1]([CH3:3])[CH3:2])=[O:38])[N:50]=[N:49][C:48]=1[C:42]1[C:43]([F:47])=[CH:44][CH:45]=[CH:46][C:41]=1[F:40])#[N:54]. (7) Given the reactants [Br:1][C:2]1[C:7]2[N:8]=[C:9]([CH3:20])[N:10]([CH2:11][C:12]3[CH:17]=[CH:16][CH:15]=[C:14]([Cl:18])[C:13]=3[CH3:19])[C:6]=2[CH:5]=[C:4]([NH2:21])[CH:3]=1.Br[CH2:23][CH2:24][O:25][CH2:26][CH2:27]Br.CCN(C(C)C)C(C)C, predict the reaction product. The product is: [Br:1][C:2]1[C:7]2[N:8]=[C:9]([CH3:20])[N:10]([CH2:11][C:12]3[CH:17]=[CH:16][CH:15]=[C:14]([Cl:18])[C:13]=3[CH3:19])[C:6]=2[CH:5]=[C:4]([N:21]2[CH2:27][CH2:26][O:25][CH2:24][CH2:23]2)[CH:3]=1.